From a dataset of Catalyst prediction with 721,799 reactions and 888 catalyst types from USPTO. Predict which catalyst facilitates the given reaction. (1) The catalyst class is: 1. Product: [C:1]([C:3]1[C:8]([CH3:9])=[C:7]([CH3:13])[C:6]([N+:10]([O-:12])=[O:11])=[CH:5][N:4]=1)#[N:2]. Reactant: [C:1]([C:3]1[C:8]([CH3:9])=[CH:7][C:6]([N+:10]([O-:12])=[O:11])=[CH:5][N:4]=1)#[N:2].[CH3:13][Mg]Br.C(C1C(=O)C(Cl)=C(Cl)C(=O)C=1C#N)#N. (2) Reactant: [O:1]1[CH2:5][CH2:4][O:3][CH:2]1[CH2:6][CH2:7][N:8]([CH2:12][C:13]1[CH:18]=[CH:17][CH:16]=[CH:15][CH:14]=1)[CH2:9][CH2:10][OH:11].N1C=CN=C1.[Si:24](Cl)([C:27]([CH3:30])([CH3:29])[CH3:28])([CH3:26])[CH3:25]. Product: [O:1]1[CH2:5][CH2:4][O:3][CH:2]1[CH2:6][CH2:7][N:8]([CH2:12][C:13]1[CH:18]=[CH:17][CH:16]=[CH:15][CH:14]=1)[CH2:9][CH2:10][O:11][Si:24]([C:27]([CH3:30])([CH3:29])[CH3:28])([CH3:26])[CH3:25]. The catalyst class is: 39. (3) Reactant: Br[C:2]1[S:22][C:5]2=[N:6][C:7]([CH3:21])=[CH:8][C:9]([NH:10][S:11]([C:14]3[CH:19]=[CH:18][CH:17]=[C:16]([Cl:20])[CH:15]=3)(=[O:13])=[O:12])=[C:4]2[C:3]=1[C:23]1[CH:28]=[CH:27][CH:26]=[C:25]([O:29][CH3:30])[CH:24]=1.[NH:31]1[CH2:35][CH2:34][CH2:33][CH2:32]1.C(P(C(C)(C)C)C1C=CC=CC=1C1C(C(C)C)=CC(C(C)C)=CC=1C(C)C)(C)(C)C.C([O-])([O-])=O.[Cs+].[Cs+]. Product: [Cl:20][C:16]1[CH:15]=[C:14]([S:11]([NH:10][C:9]2[CH:8]=[C:7]([CH3:21])[N:6]=[C:5]3[S:22][C:2]([N:31]4[CH2:35][CH2:34][CH2:33][CH2:32]4)=[C:3]([C:23]4[CH:28]=[CH:27][CH:26]=[C:25]([O:29][CH3:30])[CH:24]=4)[C:4]=23)(=[O:13])=[O:12])[CH:19]=[CH:18][CH:17]=1. The catalyst class is: 443. (4) Reactant: [F:1][C:2]1[CH:3]=[C:4]([C:8]([N:12]2[CH2:17][CH2:16][CH:15]([NH:18][C:19]3[C:20]4[C:27]5[CH2:28][CH2:29][CH2:30][CH2:31][C:26]=5[S:25][C:21]=4[N:22]=[CH:23][N:24]=3)[CH2:14][CH2:13]2)([CH3:11])[C:9]#N)[CH:5]=[CH:6][CH:7]=1.C[Mg+].[Br-].C(OCCCC)CCC.[NH4+].[Cl-]. Product: [F:1][C:2]1[CH:3]=[C:4]([C:8]([N:12]2[CH2:13][CH2:14][CH:15]([NH:18][C:19]3[C:20]4[C:27]5[CH2:28][CH2:29][CH2:30][CH2:31][C:26]=5[S:25][C:21]=4[N:22]=[CH:23][N:24]=3)[CH2:16][CH2:17]2)([CH3:11])[CH3:9])[CH:5]=[CH:6][CH:7]=1. The catalyst class is: 1. (5) The catalyst class is: 1. Product: [CH2:19]([S:21]([N:24]1[CH2:29][CH2:28][CH:27]([C:30]2[C:38]3[C:33](=[C:34]([C:47]#[N:48])[CH:35]=[C:36]([N:39]([CH3:46])[C:40]4[CH:45]=[CH:44][CH:43]=[CH:42][CH:41]=4)[CH:37]=3)[NH:32][CH:31]=2)[CH2:26][CH2:25]1)(=[O:23])=[O:22])[CH3:20]. Reactant: [F-].C([N+](CCCC)(CCCC)CCCC)CCC.[CH2:19]([S:21]([N:24]1[CH2:29][CH2:28][CH:27]([C:30]2[C:38]3[C:33](=[C:34]([C:47]#[N:48])[CH:35]=[C:36]([N:39]([CH3:46])[C:40]4[CH:45]=[CH:44][CH:43]=[CH:42][CH:41]=4)[CH:37]=3)[N:32](COCC[Si](C)(C)C)[CH:31]=2)[CH2:26][CH2:25]1)(=[O:23])=[O:22])[CH3:20].CCOC(C)=O.O.